Dataset: Full USPTO retrosynthesis dataset with 1.9M reactions from patents (1976-2016). Task: Predict the reactants needed to synthesize the given product. (1) Given the product [CH:27]12[CH2:33][CH:30]([CH:31]=[CH:32]1)[CH2:29][N:28]2[CH2:2][C:3]1[CH:8]=[CH:7][C:6]([CH2:9][CH2:10][NH:11][C:12]([C:14]2[CH:19]=[CH:18][C:17]([C:20]3[CH:25]=[CH:24][C:23]([Cl:26])=[CH:22][CH:21]=3)=[CH:16][CH:15]=2)=[O:13])=[CH:5][CH:4]=1, predict the reactants needed to synthesize it. The reactants are: Br[CH2:2][C:3]1[CH:8]=[CH:7][C:6]([CH2:9][CH2:10][NH:11][C:12]([C:14]2[CH:19]=[CH:18][C:17]([C:20]3[CH:25]=[CH:24][C:23]([Cl:26])=[CH:22][CH:21]=3)=[CH:16][CH:15]=2)=[O:13])=[CH:5][CH:4]=1.[CH:27]12[CH2:33][CH:30]([CH:31]=[CH:32]1)[CH2:29][NH:28]2. (2) Given the product [OH:76][NH:67][C:43]([C@H:36]1[CH2:35][C@H:34]([O:33][C:54]2[CH:59]=[CH:58][N:57]=[CH:56][CH:55]=2)[CH2:39][N:38]([CH3:101])[C@@H:37]1[C:8]([N:6]1[CH2:5][CH:4]=[C:3]([C:97]2[CH:96]=[CH:98][CH:107]=[CH:104][CH:105]=2)[CH2:2][CH2:7]1)=[O:9])=[O:45], predict the reactants needed to synthesize it. The reactants are: O[C@H:2]1[CH2:7][N:6]([C:8](OC(C)(C)C)=[O:9])[C@H:5](C(N2CC=C(C3C=CC=CC=3)CC2)=O)[C@@H:4](C(OC)=O)[CH2:3]1.[OH:33][C@H:34]1[CH2:39][NH:38][C@H:37](C(O)=O)[C@@H:36]([C:43]([O:45]C)=O)[CH2:35]1.Cl.C1([C:54]2[CH2:55][CH2:56][NH:57][CH2:58][CH:59]=2)C=CC=CC=1.F[P-](F)(F)(F)(F)F.[N:67]1([O:76][P+](N(C)C)(N(C)C)N(C)C)C2C=CC=CC=2N=N1.CN(C)C=O.C(N(CC)[CH:96]([CH3:98])[CH3:97])(C)C.[CH2:101](Cl)Cl.[C:104](OC(OC(OC(C)(C)C)=O)=O)([CH3:107])(C)[CH3:105]. (3) Given the product [Cl:24][C:21]1[CH:22]=[C:23]2[C:18](=[CH:19][C:20]=1[C:39]1[CH:44]=[CH:43][CH:42]=[CH:41][C:40]=1[C:45]1[S:46][CH:47]=[CH:48][N:49]=1)[N:17]=[CH:16][N:15]=[C:14]2[N:11]1[CH2:10][CH2:9][N:8]([C:6]([O:5][C:1]([CH3:3])([CH3:4])[CH3:2])=[O:7])[CH2:13][CH2:12]1, predict the reactants needed to synthesize it. The reactants are: [C:1]([O:5][C:6]([N:8]1[CH2:13][CH2:12][N:11]([C:14]2[C:23]3[C:18](=[CH:19][C:20]([Sn](CCCC)(CCCC)CCCC)=[C:21]([Cl:24])[CH:22]=3)[N:17]=[CH:16][N:15]=2)[CH2:10][CH2:9]1)=[O:7])([CH3:4])([CH3:3])[CH3:2].Br[C:39]1[CH:44]=[CH:43][CH:42]=[CH:41][C:40]=1[C:45]1[S:46][CH:47]=[CH:48][N:49]=1.[F-].[Cs+]. (4) Given the product [Cl-:14].[CH3:19][N+:18]([CH2:21][CH:4]=[CH2:5])([CH2:17][CH:16]=[CH2:15])[CH3:20], predict the reactants needed to synthesize it. The reactants are: CN([CH2:4][CH2:5]CC=C(C)C(N)=O)C.[Cl-].[Cl:14][CH2:15][CH:16](O)[CH2:17][N+:18]([CH3:21])([CH3:20])[CH3:19]. (5) Given the product [Br:1][C:2]1[CH:11]=[CH:10][CH:9]=[C:8]2[C:3]=1[CH:4]=[CH:5][C:6]([S:12]([Cl:23])(=[O:15])=[O:13])=[CH:7]2, predict the reactants needed to synthesize it. The reactants are: [Br:1][C:2]1[CH:11]=[CH:10][CH:9]=[C:8]2[C:3]=1[CH:4]=[CH:5][C:6]([S:12]([OH:15])(=O)=[O:13])=[CH:7]2.CN(C=O)C.S(Cl)([Cl:23])=O.